This data is from Reaction yield outcomes from USPTO patents with 853,638 reactions. The task is: Predict the reaction yield, written as a fraction of the theoretical maximum amount of product (1.0 means a 100% yield; for example, 0.34 means a 34% yield). (1) The product is [CH3:15][CH:16]([CH3:22])[CH2:17][CH2:18][CH2:19][CH2:20][CH2:2][CH2:3][CH2:4][CH2:5][CH2:6][CH2:7][CH2:8][CH2:9][CH2:10][CH2:11][CH2:12][CH2:13][OH:14]. The reactants are Br[CH2:2][CH2:3][CH2:4][CH2:5][CH2:6][CH2:7][CH2:8][CH2:9][CH2:10][CH2:11][CH2:12][CH2:13][OH:14].[CH3:15][CH:16]([CH3:22])[CH2:17][CH2:18][CH2:19][CH2:20]Br. No catalyst specified. The yield is 0.440. (2) The catalyst is O1CCCC1. The product is [NH2:19][C:17](=[S:29])[C@@H:9]([NH:8][C:6](=[O:7])[O:5][C:1]([CH3:4])([CH3:3])[CH3:2])[CH2:10][C:11]1[CH:16]=[CH:15][CH:14]=[CH:13][CH:12]=1. The reactants are [C:1]([O:5][C:6]([NH:8][C@H:9]([C:17]([NH2:19])=O)[CH2:10][C:11]1[CH:16]=[CH:15][CH:14]=[CH:13][CH:12]=1)=[O:7])([CH3:4])([CH3:3])[CH3:2].COC1C=CC(P2(=S)SP(C3C=CC(OC)=CC=3)(=S)[S:29]2)=CC=1. The yield is 0.770. (3) The reactants are Br[CH2:2][CH2:3][CH2:4][O:5][C:6]1[CH:15]=[C:14]2[C:9]([C:10](=[O:24])[N:11]([CH2:16][O:17][C:18](=[O:23])[C:19]([CH3:22])([CH3:21])[CH3:20])[CH:12]=[N:13]2)=[CH:8][C:7]=1[O:25][CH3:26].[NH:27]1[CH2:32][CH2:31][CH2:30][CH2:29][CH2:28]1. No catalyst specified. The product is [CH3:26][O:25][C:7]1[CH:8]=[C:9]2[C:14](=[CH:15][C:6]=1[O:5][CH2:4][CH2:3][CH2:2][N:27]1[CH2:32][CH2:31][CH2:30][CH2:29][CH2:28]1)[N:13]=[CH:12][N:11]([CH2:16][O:17][C:18](=[O:23])[C:19]([CH3:22])([CH3:21])[CH3:20])[C:10]2=[O:24]. The yield is 0.830. (4) The reactants are [NH4+].[Cl-].CC[N:5](CC)CC.[C:10]([O:14][C:15]([N:17]1[CH2:37][CH2:36][C:20]2([C:25]3=[CH:26][CH:27]=[CH:28][N:24]3[C:23]3[CH:29]=[CH:30][C:31]([C:33]([OH:35])=O)=[CH:32][C:22]=3[O:21]2)[CH2:19][CH2:18]1)=[O:16])([CH3:13])([CH3:12])[CH3:11].CN(C(ON1N=NC2C=CC=NC1=2)=[N+](C)C)C.F[P-](F)(F)(F)(F)F. The catalyst is CN(C=O)C.C(OCC)(=O)C. The product is [C:33]([C:31]1[CH:30]=[CH:29][C:23]2[N:24]3[CH:28]=[CH:27][CH:26]=[C:25]3[C:20]3([CH2:19][CH2:18][N:17]([C:15]([O:14][C:10]([CH3:13])([CH3:12])[CH3:11])=[O:16])[CH2:37][CH2:36]3)[O:21][C:22]=2[CH:32]=1)(=[O:35])[NH2:5]. The yield is 0.890. (5) The reactants are [Cl:1][C:2]1[CH:11]=[C:10]2[C:5]([C:6]([C:19]3[CH:24]=[CH:23][CH:22]=[CH:21][CH:20]=3)=[C:7]([CH2:13][C:14]([O:16]CC)=[O:15])[C:8](=[O:12])[O:9]2)=[CH:4][C:3]=1[CH3:25].[Br:26]N1C(=O)CCC1=O.Cl. The catalyst is C(OCC)(=O)C.C(O)(=O)C. The product is [Br:26][CH2:25][C:3]1[CH:4]=[C:5]2[C:10](=[CH:11][C:2]=1[Cl:1])[O:9][C:8](=[O:12])[C:7]([CH2:13][C:14]([OH:16])=[O:15])=[C:6]2[C:19]1[CH:24]=[CH:23][CH:22]=[CH:21][CH:20]=1. The yield is 0.440. (6) The reactants are [C:1]([O:5][C:6]([N:8]1[CH2:12][CH2:11][CH2:10][CH:9]1[C:13]1[NH:14][C:15](Br)=[CH:16][N:17]=1)=[O:7])([CH3:4])([CH3:3])[CH3:2].[Cl:19][C:20]1[CH:25]=[CH:24][C:23](B(O)O)=[C:22]([CH:29]=[O:30])[CH:21]=1. The catalyst is C1C=CC([P]([Pd]([P](C2C=CC=CC=2)(C2C=CC=CC=2)C2C=CC=CC=2)([P](C2C=CC=CC=2)(C2C=CC=CC=2)C2C=CC=CC=2)[P](C2C=CC=CC=2)(C2C=CC=CC=2)C2C=CC=CC=2)(C2C=CC=CC=2)C2C=CC=CC=2)=CC=1.COCCOC. The product is [C:1]([O:5][C:6]([N:8]1[CH2:12][CH2:11][CH2:10][CH:9]1[C:13]1[NH:14][C:15]([C:23]2[CH:24]=[CH:25][C:20]([Cl:19])=[CH:21][C:22]=2[CH:29]=[O:30])=[CH:16][N:17]=1)=[O:7])([CH3:4])([CH3:3])[CH3:2]. The yield is 0.780. (7) The reactants are [CH:1]([Br:3])=[CH2:2].[N+](=[CH:6][C:7]([O:9][CH2:10][CH3:11])=[O:8])=[N-]. The catalyst is ClCCCl.CC(O)=O.CC(O)=O.CC(O)=O.CC(O)=O.[Rh].[Rh]. The product is [Br:3][CH:1]1[CH2:2][CH:6]1[C:7]([O:9][CH2:10][CH3:11])=[O:8]. The yield is 0.160. (8) The reactants are [C:1]([Cu])#[N:2].[CH2:4]([CH:11]1[N:16]([CH3:17])[C:15](=[O:18])[C:14](=[CH:19][C:20]2[CH:25]=[CH:24][CH:23]=[CH:22][C:21]=2Br)[N:13]([CH3:27])[C:12]1=[O:28])[C:5]1[CH:10]=[CH:9][CH:8]=[CH:7][CH:6]=1.[C-]#N.[Na+]. The catalyst is CN1C(=O)CCC1. The product is [CH2:4]([CH:11]1[C:12](=[O:28])[N:13]([CH3:27])[C:14](=[CH:19][C:20]2[CH:25]=[CH:24][CH:23]=[CH:22][C:21]=2[C:1]#[N:2])[C:15](=[O:18])[N:16]1[CH3:17])[C:5]1[CH:10]=[CH:9][CH:8]=[CH:7][CH:6]=1. The yield is 0.670.